From a dataset of Catalyst prediction with 721,799 reactions and 888 catalyst types from USPTO. Predict which catalyst facilitates the given reaction. (1) Reactant: C(Cl)(=O)C(Cl)=O.CS(C)=O.[F:11][C:12]([F:23])([F:22])[O:13][C:14]1[CH:15]=[C:16]([CH:19]=[CH:20][CH:21]=1)[CH2:17][OH:18].C(N(CC)CC)C. Product: [F:11][C:12]([F:22])([F:23])[O:13][C:14]1[CH:15]=[C:16]([CH:19]=[CH:20][CH:21]=1)[CH:17]=[O:18]. The catalyst class is: 4. (2) Reactant: [NH2:1][C:2]1[N:7]([C:8]2[C:13]([F:14])=[CH:12][C:11]([OH:15])=[CH:10][C:9]=2[F:16])[C:6](=[O:17])[CH:5]=[CH:4][C:3]=1[C:18](=[O:26])[C:19]1[CH:24]=[CH:23][C:22]([F:25])=[CH:21][CH:20]=1.Br[CH2:28][C:29]([O:31][C:32]([CH3:35])([CH3:34])[CH3:33])=[O:30].C(=O)([O-])[O-].[K+].[K+].C(OCC)(=O)C. Product: [NH2:1][C:2]1[N:7]([C:8]2[C:13]([F:14])=[CH:12][C:11]([O:15][CH2:28][C:29]([O:31][C:32]([CH3:35])([CH3:34])[CH3:33])=[O:30])=[CH:10][C:9]=2[F:16])[C:6](=[O:17])[CH:5]=[CH:4][C:3]=1[C:18](=[O:26])[C:19]1[CH:20]=[CH:21][C:22]([F:25])=[CH:23][CH:24]=1. The catalyst class is: 95. (3) Reactant: [NH2:1][C:2]1[C:3]2[S:10][CH:9]=[C:8]([C:11]([NH:13][C:14]3[C:19]([Cl:20])=[C:18]([O:21]C)[CH:17]=[C:16]([O:23][CH3:24])[C:15]=3[Cl:25])=[O:12])[C:4]=2[N:5]=[CH:6][N:7]=1.B(Br)(Br)Br.[Cl-].[NH4+].C(=O)(O)[O-].[Na+]. Product: [NH2:1][C:2]1[C:3]2[S:10][CH:9]=[C:8]([C:11]([NH:13][C:14]3[C:15]([Cl:25])=[C:16]([O:23][CH3:24])[CH:17]=[C:18]([OH:21])[C:19]=3[Cl:20])=[O:12])[C:4]=2[N:5]=[CH:6][N:7]=1. The catalyst class is: 4. (4) Reactant: Br[CH2:2][C:3]([O:5][CH2:6][C:7]1[CH:12]=[CH:11][CH:10]=[CH:9][CH:8]=1)=[O:4].C(N(CC)CC)C.[CH3:20][CH:21]([SH:23])[CH3:22]. Product: [CH2:6]([O:5][C:3](=[O:4])[CH2:2][S:23][CH:21]([CH3:22])[CH3:20])[C:7]1[CH:12]=[CH:11][CH:10]=[CH:9][CH:8]=1. The catalyst class is: 9. (5) Reactant: [H-].[Na+].[CH2:3]([O:5][CH2:6][CH2:7][NH:8][C:9](=[O:15])[O:10][C:11]([CH3:14])([CH3:13])[CH3:12])[CH3:4].[CH3:16]I.O. Product: [CH2:3]([O:5][CH2:6][CH2:7][N:8]([CH3:16])[C:9](=[O:15])[O:10][C:11]([CH3:14])([CH3:13])[CH3:12])[CH3:4]. The catalyst class is: 7.